This data is from Reaction yield outcomes from USPTO patents with 853,638 reactions. The task is: Predict the reaction yield, written as a fraction of the theoretical maximum amount of product (1.0 means a 100% yield; for example, 0.34 means a 34% yield). (1) The reactants are [C:1]1([C:7]2[C:8]([C:18]([O:20]C)=[O:19])=[N:9][O:10][C:11]=2[C:12]2[CH:17]=[CH:16][CH:15]=[CH:14][CH:13]=2)[CH:6]=[CH:5][CH:4]=[CH:3][CH:2]=1.[Li+].[OH-]. The catalyst is CO.C1COCC1.O. The product is [C:1]1([C:7]2[C:8]([C:18]([OH:20])=[O:19])=[N:9][O:10][C:11]=2[C:12]2[CH:13]=[CH:14][CH:15]=[CH:16][CH:17]=2)[CH:2]=[CH:3][CH:4]=[CH:5][CH:6]=1. The yield is 1.00. (2) The reactants are [OH:1][C:2]1[C:3]([C:24]([NH:26][CH2:27][C:28]([O:30]CC)=[O:29])=[O:25])=[C:4]2[C:9](=[CH:10][CH:11]=1)[N:8]=[C:7]([C:12]1[CH:17]=[CH:16][CH:15]=[CH:14][CH:13]=1)[C:6]([C:18]1[CH:23]=[CH:22][CH:21]=[CH:20][CH:19]=1)=[N:5]2.[OH-].[Na+]. The catalyst is CO.O1CCCC1. The product is [OH:1][C:2]1[C:3]([C:24]([NH:26][CH2:27][C:28]([OH:30])=[O:29])=[O:25])=[C:4]2[C:9](=[CH:10][CH:11]=1)[N:8]=[C:7]([C:12]1[CH:13]=[CH:14][CH:15]=[CH:16][CH:17]=1)[C:6]([C:18]1[CH:23]=[CH:22][CH:21]=[CH:20][CH:19]=1)=[N:5]2. The yield is 0.930. (3) The reactants are [Cl:1][CH2:2][CH2:3][CH2:4][O:5][C:6]1[C:15]2[C:10](=[CH:11][CH:12]=[CH:13][CH:14]=2)[C:9]([NH2:16])=[CH:8][CH:7]=1.[F:17][C:18]1[CH:19]=[C:20]([CH:24]=[C:25]([N:27]2[CH2:32][CH2:31][CH2:30][CH2:29][CH2:28]2)[CH:26]=1)[C:21](O)=[O:22].CN(C(ON1N=NC2C=CC=CC1=2)=[N+](C)C)C.F[P-](F)(F)(F)(F)F.CCN(C(C)C)C(C)C. The catalyst is CN(C=O)C.C(OCC)(=O)C. The product is [Cl:1][CH2:2][CH2:3][CH2:4][O:5][C:6]1[C:15]2[C:10](=[CH:11][CH:12]=[CH:13][CH:14]=2)[C:9]([NH:16][C:21](=[O:22])[C:20]2[CH:24]=[C:25]([N:27]3[CH2:28][CH2:29][CH2:30][CH2:31][CH2:32]3)[CH:26]=[C:18]([F:17])[CH:19]=2)=[CH:8][CH:7]=1. The yield is 0.650. (4) The reactants are [CH3:1][NH:2][CH3:3].[CH2:4]=O.[N+:6]([C:9]1[CH:17]=[C:16]2[C:12]([CH:13]=[CH:14][NH:15]2)=[CH:11][CH:10]=1)([O-:8])=[O:7].[OH-].[Na+]. The catalyst is C(O)(=O)C. The product is [CH3:1][N:2]([CH3:4])[CH2:3][C:13]1[C:12]2[C:16](=[CH:17][C:9]([N+:6]([O-:8])=[O:7])=[CH:10][CH:11]=2)[NH:15][CH:14]=1. The yield is 0.870. (5) The reactants are [CH2:1]([C:9]1[CH:14]=[CH:13][C:12]([NH2:15])=[CH:11][CH:10]=1)[C:2]1[CH:7]=[CH:6][C:5]([NH2:8])=[CH:4][CH:3]=1.[CH3:16][C:17]([CH3:19])=O.[C:20]1(C)[CH:25]=CC=C[CH:21]=1. The catalyst is [Pt]. The product is [CH:17]([NH:15][C:12]1[CH:13]=[CH:14][C:9]([CH2:1][C:2]2[CH:3]=[CH:4][C:5]([NH:8][CH:20]([CH3:25])[CH3:21])=[CH:6][CH:7]=2)=[CH:10][CH:11]=1)([CH3:19])[CH3:16]. The yield is 0.970. (6) The reactants are [Cl:1][C:2]1[CH:7]=[CH:6][C:5]([OH:8])=[CH:4][C:3]=1[N+:9]([O-:11])=[O:10].[CH2:12](Br)[C:13]1[CH:18]=[CH:17][CH:16]=[CH:15][CH:14]=1.C([O-])([O-])=O.[K+].[K+]. The catalyst is CC(C)=O. The product is [CH2:12]([O:8][C:5]1[CH:6]=[CH:7][C:2]([Cl:1])=[C:3]([N+:9]([O-:11])=[O:10])[CH:4]=1)[C:13]1[CH:18]=[CH:17][CH:16]=[CH:15][CH:14]=1. The yield is 0.950. (7) The reactants are [CH3:1][O:2][C:3](=[O:33])/[CH:4]=[CH:5]/[C:6]1[CH:7]=[CH:8][C:9]2[O:26][C:13]3([CH2:18][CH2:17][N:16](C(OC(C)(C)C)=O)[CH2:15][CH2:14]3)[N:12]([CH2:27][CH2:28][CH2:29][CH3:30])[C:11](=[O:31])[C:10]=2[CH:32]=1.[ClH:34]. The catalyst is O1CCOCC1. The product is [ClH:34].[CH3:1][O:2][C:3](=[O:33])/[CH:4]=[CH:5]/[C:6]1[CH:7]=[CH:8][C:9]2[O:26][C:13]3([CH2:18][CH2:17][NH:16][CH2:15][CH2:14]3)[N:12]([CH2:27][CH2:28][CH2:29][CH3:30])[C:11](=[O:31])[C:10]=2[CH:32]=1. The yield is 0.990.